From a dataset of TCR-epitope binding with 47,182 pairs between 192 epitopes and 23,139 TCRs. Binary Classification. Given a T-cell receptor sequence (or CDR3 region) and an epitope sequence, predict whether binding occurs between them. (1) The epitope is RPPIFIRRL. The TCR CDR3 sequence is CASSWQGYEQYF. Result: 0 (the TCR does not bind to the epitope). (2) The epitope is TVYDPLQPELDSFK. The TCR CDR3 sequence is CSHRTGLGIEAFF. Result: 0 (the TCR does not bind to the epitope). (3) The epitope is KRWIILGLNK. The TCR CDR3 sequence is CASSRQSGEREQFF. Result: 1 (the TCR binds to the epitope). (4) The epitope is TLIGDCATV. The TCR CDR3 sequence is CASSFGGLTEAFF. Result: 1 (the TCR binds to the epitope). (5) The epitope is KTSVDCTMYI. The TCR CDR3 sequence is CASSSDSPYEQYF. Result: 0 (the TCR does not bind to the epitope). (6) The epitope is IVTDFSVIK. The TCR CDR3 sequence is CASGDRGWDQPQHF. Result: 1 (the TCR binds to the epitope).